From a dataset of Full USPTO retrosynthesis dataset with 1.9M reactions from patents (1976-2016). Predict the reactants needed to synthesize the given product. (1) Given the product [CH3:1][C:2]1[CH:7]=[CH:6][C:5]([C:8]2[N:12]([C:13]3[CH:14]=[CH:15][C:16]([S:19]([NH:22][C:27](=[O:30])[CH2:28][CH3:29])(=[O:21])=[O:20])=[CH:17][CH:18]=3)[N:11]=[C:10]([C:23]([F:24])([F:26])[F:25])[CH:9]=2)=[CH:4][CH:3]=1, predict the reactants needed to synthesize it. The reactants are: [CH3:1][C:2]1[CH:3]=[CH:4][C:5]([C:8]2[N:12]([C:13]3[CH:14]=[CH:15][C:16]([S:19]([NH2:22])(=[O:21])=[O:20])=[CH:17][CH:18]=3)[N:11]=[C:10]([C:23]([F:26])([F:25])[F:24])[CH:9]=2)=[CH:6][CH:7]=1.[C:27](O[C:27](=[O:30])[CH2:28][CH3:29])(=[O:30])[CH2:28][CH3:29].C(N(CC)CC)C. (2) Given the product [Cl:32][C:29]1[CH:30]=[CH:31][C:26]([C@@:16]2([C:24]#[N:25])[C@H:17]([CH2:19][C:20]([CH3:23])([CH3:21])[CH3:22])[CH2:18][N:14]([C:12]([NH:11][CH2:10][C:7]3[CH:8]=[CH:9][C:4]([C:3]([OH:42])=[O:2])=[CH:5][CH:6]=3)=[O:13])[C@@H:15]2[C:34]2[CH:39]=[CH:38][CH:37]=[C:36]([Cl:40])[C:35]=2[Cl:41])=[C:27]([F:33])[CH:28]=1, predict the reactants needed to synthesize it. The reactants are: C[O:2][C:3](=[O:42])[C:4]1[CH:9]=[CH:8][C:7]([CH2:10][NH:11][C:12]([N:14]2[CH2:18][C@@H:17]([CH2:19][C:20]([CH3:23])([CH3:22])[CH3:21])[C@@:16]([C:26]3[CH:31]=[CH:30][C:29]([Cl:32])=[CH:28][C:27]=3[F:33])([C:24]#[N:25])[C@H:15]2[C:34]2[CH:39]=[CH:38][CH:37]=[C:36]([Cl:40])[C:35]=2[Cl:41])=[O:13])=[CH:6][CH:5]=1.[Li+].[OH-].